Task: Predict the reactants needed to synthesize the given product.. Dataset: Full USPTO retrosynthesis dataset with 1.9M reactions from patents (1976-2016) (1) Given the product [CH2:20]([O:22][C:23](=[O:24])[C:25]1[CH:30]=[CH:29][C:28]([C:2]2[CH:19]=[N:18][C:5]3[NH:6][CH2:7][CH2:8][N:9]([C:10](=[O:11])[C:12]4[CH:17]=[CH:16][CH:15]=[CH:14][CH:13]=4)[C:4]=3[CH:3]=2)=[CH:27][CH:26]=1)[CH3:21], predict the reactants needed to synthesize it. The reactants are: I[C:2]1[CH:19]=[N:18][C:5]2[NH:6][CH2:7][CH2:8][N:9]([C:10]([C:12]3[CH:17]=[CH:16][CH:15]=[CH:14][CH:13]=3)=[O:11])[C:4]=2[CH:3]=1.[CH2:20]([O:22][C:23]([C:25]1[CH:30]=[CH:29][C:28](B(O)O)=[CH:27][CH:26]=1)=[O:24])[CH3:21]. (2) Given the product [CH3:1][O:2][C:3]1[CH:8]=[CH:7][CH:6]=[CH:5][C:4]=1[CH:9]([CH2:14][C:15]1[CH:20]=[CH:19][CH:18]=[CH:17][CH:16]=1)[C:10]([OH:12])=[O:11], predict the reactants needed to synthesize it. The reactants are: [CH3:1][O:2][C:3]1[CH:8]=[CH:7][CH:6]=[CH:5][C:4]=1[CH:9]([CH2:14][C:15]1[CH:20]=[CH:19][CH:18]=[CH:17][CH:16]=1)[C:10]([O:12]C)=[O:11].[OH-].[Na+].O.Cl. (3) Given the product [CH3:1][O:2][C:3]([C:4]1[C:5]2[CH:18]=[C:19]([C:20]3[CH:25]=[CH:24][CH:23]=[CH:22][CH:21]=3)[NH:14][C:6]=2[CH:7]=[C:8]([NH:10][C:11](=[O:13])[CH3:12])[CH:9]=1)=[O:26], predict the reactants needed to synthesize it. The reactants are: [CH3:1][O:2][C:3](=[O:26])[C:4]1[CH:9]=[C:8]([NH:10][C:11](=[O:13])[CH3:12])[CH:7]=[C:6]([NH:14]C(=O)C)[C:5]=1[C:18]#[C:19][C:20]1[CH:25]=[CH:24][CH:23]=[CH:22][CH:21]=1.S(=O)(=O)(O)O.C(OCC)(=O)C. (4) Given the product [F:1][C:2]1[CH:7]=[C:6]([CH:8]2[O:12][C:11](=[O:13])[N:10]([C:28]([O:30][C:31]([CH3:34])([CH3:33])[CH3:32])=[O:29])[CH:9]2[CH2:14][C:15]2[CH:20]=[CH:19][CH:18]=[C:17]([O:21][C:22]([F:27])([F:26])[CH:23]([F:25])[F:24])[CH:16]=2)[CH:5]=[CH:4][N:3]=1, predict the reactants needed to synthesize it. The reactants are: [F:1][C:2]1[CH:7]=[C:6]([CH:8]2[O:12][C:11](=[O:13])[NH:10][CH:9]2[CH2:14][C:15]2[CH:20]=[CH:19][CH:18]=[C:17]([O:21][C:22]([F:27])([F:26])[CH:23]([F:25])[F:24])[CH:16]=2)[CH:5]=[CH:4][N:3]=1.[C:28](O[C:28]([O:30][C:31]([CH3:34])([CH3:33])[CH3:32])=[O:29])([O:30][C:31]([CH3:34])([CH3:33])[CH3:32])=[O:29].CN(C1C=CC=CN=1)C.O. (5) Given the product [CH3:17][O:15][C@H:12]1[CH2:13][CH2:14][N:10]([C:8]([O:7][C:3]([CH3:6])([CH3:4])[CH3:5])=[O:9])[CH2:11]1, predict the reactants needed to synthesize it. The reactants are: [H-].[Na+].[C:3]([O:7][C:8]([N:10]1[CH2:14][CH2:13][C@H:12]([OH:15])[CH2:11]1)=[O:9])([CH3:6])([CH3:5])[CH3:4].I[CH3:17].O.